From a dataset of Experimentally validated miRNA-target interactions with 360,000+ pairs, plus equal number of negative samples. Binary Classification. Given a miRNA mature sequence and a target amino acid sequence, predict their likelihood of interaction. (1) The miRNA is cel-miR-248 with sequence AUACACGUGCACGGAUAACGCUCA. The protein sequence of the target gene is MFSLKPPRPSFRSYLLPPAQTDDKISSEPKIKKLEPVLLPGEIVVNEVNFVRKCIATDTSQYDLWGKLICSNFKISFITDDPMPLQKFHYRNLLLGEHDVPLTCIEQIVTVNDHKRKQKVLGPNQKLKFNPTELIIYCKDFRIVRFRFDESGPESAKKVCLAIAHYSQPTDLQLLFAFEYVGKKYHNSANKVNGVSSGGGGVWSGAGSTGSQRTPLFETYSDWDRETKRTGASGWRVCSINEGYMISTCLPEYFVVPSSLADQDLKIFSHSFVGRRMPFWCWSHSNGSALVRMALIKDAL.... Result: 0 (no interaction). (2) The miRNA is hsa-miR-4253 with sequence AGGGCAUGUCCAGGGGGU. The protein sequence of the target gene is MGKPSSMDTKFKDDLFRKYVQFHESKVDTTTSRQRPGSDECLRVAASTLLSLHKVDPFYRFRLIQFYEVVESSLRSLSSSSLRALHGAFSMLETVGINLFLYPWKKEFRSIKTYTGPFVYYVKSTLLEEDIRAILSCMGYTPELGTAYKLRELVETLQVKMVSFELFLAKVECEQMLEIHSQVKDKGYSELDIVSERKSSAEDVRGCSDALRRRAEGREHLTASMSRVALQKSASERAAKDYYKPRVTKPSRSVDAYDSYWESRKPPLKASLSLRKEPVATDVGDDLKDEIIRPSPSLLT.... Result: 1 (interaction). (3) The miRNA is mmu-miR-6948-5p with sequence AGUUCAGACAGGACUGUGACAC. The protein sequence of the target gene is MAAAATLRLSAQGTVTFEDVAVNFTWEEWNLLSEAQRCLYRDVTLENLALISSLGCWCGVEDEAAPSKQSIYIQRETQVRTPMAGVSPKKAHPCEMCGPILGDILHVADHQGTHHKQKLHRCEAWGNKLYDSGNFHQHQNEHIGEKPYRGSVEEALFAKRCKLHVSGESSVFSESGKDFLPRSGLLQQEASHTGEKSNSKTECVSPIQCGGAHYSCGESMKHFSTKHILSQHQRLLTREECYVCCECGKSFSKYASLSNHQRVHTEKKHECGECGKSFSKYVSFSNHQRVHTEKKHECGE.... Result: 0 (no interaction). (4) The miRNA is dre-miR-140-5p with sequence CAGUGGUUUUACCCUAUGGUAG. The protein sequence of the target gene is MPLLGLLPRRAWASLLSQLLRPPCASCTGAVRCQSQVAEAVLTSQLKAHQEKPNFIIKTPKGTRDLSPQHMVVREKILDLVISCFKRHGAKGMDTPAFELKETLTEKYGEDSGLMYDLKDQGGELLSLRYDLTVPFARYLAMNKVKKMKRYHVGKVWRRESPTIVQGRYREFCQCDFDIAGQFDPMIPDAECLKIMCEILSGLQLGDFLIKVNDRRIVDGMFAVCGVPESKFRAICSSIDKLDKMAWKDVRHEMVVKKGLAPEVADRIGDYVQCHGGVSLVEQMFQDPRLSQNKQALEGL.... Result: 0 (no interaction).